Dataset: Reaction yield outcomes from USPTO patents with 853,638 reactions. Task: Predict the reaction yield, written as a fraction of the theoretical maximum amount of product (1.0 means a 100% yield; for example, 0.34 means a 34% yield). (1) The reactants are [O:1]=[C:2]1[C:11]2[C:6](=[CH:7][CH:8]=[CH:9][CH:10]=2)[C:5]2[C:12](=[O:19])[C:13]3[CH:14]=[CH:15][CH:16]=[CH:17][C:18]=3[C:4]=2[NH:3]1.[BH4-].[Na+]. The catalyst is CCO. The product is [OH:19][CH:12]1[C:5]2[C:6]3[C:11](=[CH:10][CH:9]=[CH:8][CH:7]=3)[C:2](=[O:1])[NH:3][C:4]=2[C:18]2[CH:17]=[CH:16][CH:15]=[CH:14][C:13]1=2. The yield is 0.920. (2) The reactants are [CH3:1][C:2]1[C:7]([CH3:8])=[CH:6][CH:5]=[C:4]([CH3:9])[C:3]=1[OH:10].[S-:11][C:12]#[N:13].[NH4+]. The catalyst is CO. The product is [CH3:8][C:7]1[C:2]([CH3:1])=[C:3]([OH:10])[C:4]([CH3:9])=[CH:5][C:6]=1[S:11][C:12]#[N:13]. The yield is 0.970. (3) The reactants are [CH3:1][O-:2].[Na+].[Na].F[C:6]1[CH:11]=[CH:10][C:9]([N+:12]([O-:14])=[O:13])=[C:8]([CH2:15][C:16]([O:20]C)(OC)[CH3:17])[C:7]=1[F:22]. The catalyst is CO. The product is [C:16]([CH2:15][C:8]1[C:7]([F:22])=[C:6]([O:2][CH3:1])[CH:11]=[CH:10][C:9]=1[N+:12]([O-:14])=[O:13])(=[O:20])[CH3:17]. The yield is 0.900. (4) The reactants are Br[C:2]1[C:3](=[O:10])[N:4]([CH3:9])[CH:5]=[C:6]([Br:8])[CH:7]=1.[NH2:11][C:12]1[N:17]=[CH:16][C:15]([N:18]2[CH2:22][CH:21]3[CH2:23][N:24]([C:26]([O:28][C:29]([CH3:32])([CH3:31])[CH3:30])=[O:27])[CH2:25][CH:20]3[CH2:19]2)=[CH:14][CH:13]=1. No catalyst specified. The product is [Br:8][C:6]1[CH:7]=[C:2]([NH:11][C:12]2[N:17]=[CH:16][C:15]([N:18]3[CH2:19][CH:20]4[CH2:25][N:24]([C:26]([O:28][C:29]([CH3:32])([CH3:31])[CH3:30])=[O:27])[CH2:23][CH:21]4[CH2:22]3)=[CH:14][CH:13]=2)[C:3](=[O:10])[N:4]([CH3:9])[CH:5]=1. The yield is 0.600. (5) The reactants are C([O:9][CH2:10][C@@H:11]1[C@@H:15]([O:16]C(=O)C2C=CC=CC=2)[C@@:14]([Cl:26])([F:25])[C@H:13]([N:27]2[CH:32]=[CH:31][C:30](=[O:33])[NH:29][C:28]2=[O:34])[O:12]1)(=O)C1C=CC=CC=1.CCO. The catalyst is N. The product is [Cl:26][C@@:14]1([F:25])[C@H:15]([OH:16])[C@@H:11]([CH2:10][OH:9])[O:12][C@H:13]1[N:27]1[CH:32]=[CH:31][C:30](=[O:33])[NH:29][C:28]1=[O:34]. The yield is 0.990.